Dataset: Full USPTO retrosynthesis dataset with 1.9M reactions from patents (1976-2016). Task: Predict the reactants needed to synthesize the given product. (1) The reactants are: CO.[Br:3][C:4]1[CH:5]=[C:6]([C:10]([NH:12][CH2:13][CH2:14]CO)=[O:11])[NH:7][C:8]=1[Br:9].C1(C)C=CC(S(Cl)(=O)=O)=CC=1.C(N(CC)CC)C. Given the product [Br:9][C:8]1[NH:7][C:6]([C:10]2[O:11][CH2:14][CH2:13][N:12]=2)=[CH:5][C:4]=1[Br:3], predict the reactants needed to synthesize it. (2) Given the product [F:1][C:2]1[CH:3]=[CH:4][C:5]([CH2:28][CH2:29][C:30]2[CH:35]=[CH:34][C:33]([O:36][CH3:37])=[CH:32][C:31]=2[CH3:38])=[C:6]([C:8]2[N:13]=[C:12]([N:14]3[C:18]([C:19]([F:22])([F:20])[F:21])=[C:17]([C:23]([O:25][CH2:26][CH3:27])=[O:24])[CH:16]=[N:15]3)[CH:11]=[CH:10][CH:9]=2)[CH:7]=1, predict the reactants needed to synthesize it. The reactants are: [F:1][C:2]1[CH:3]=[CH:4][C:5](/[CH:28]=[CH:29]/[C:30]2[CH:35]=[CH:34][C:33]([O:36][CH3:37])=[CH:32][C:31]=2[CH3:38])=[C:6]([C:8]2[N:13]=[C:12]([N:14]3[C:18]([C:19]([F:22])([F:21])[F:20])=[C:17]([C:23]([O:25][CH2:26][CH3:27])=[O:24])[CH:16]=[N:15]3)[CH:11]=[CH:10][CH:9]=2)[CH:7]=1.OCC1(OC[C@@H](O)[C@@H](O)[C@H]1O)O. (3) Given the product [C:4]([O:3][C:1]([N:8]1[CH2:9][CH2:10][CH2:11][CH2:12][C@H:13]1[CH2:18][CH2:17][OH:16])=[O:2])([CH3:7])([CH3:6])[CH3:5], predict the reactants needed to synthesize it. The reactants are: [C:1]([N:8]1[CH2:13][CH2:12][CH2:11][CH2:10][CH2:9]1)([O:3][C:4]([CH3:7])([CH3:6])[CH3:5])=[O:2].C(N1CCCC1)([O:16][C:17](C)(C)[CH3:18])=O.CN1C[C@@H]2[C@H]3N(C[C@@H](C2)C1)CCCC3.